This data is from Reaction yield outcomes from USPTO patents with 853,638 reactions. The task is: Predict the reaction yield, written as a fraction of the theoretical maximum amount of product (1.0 means a 100% yield; for example, 0.34 means a 34% yield). (1) The reactants are [CH:1]1([C@@H:7]2[NH:12][C:11](=[O:13])[C@H:10]([CH2:14][CH:15]([CH3:17])[CH3:16])[NH:9][CH2:8]2)[CH2:6][CH2:5][CH2:4][CH2:3][CH2:2]1.[C:18]1([C@@H:24]2[CH2:26][C@H:25]2[C:27](O)=[O:28])[CH:23]=[CH:22][CH:21]=[CH:20][CH:19]=1.C([C@@H]1N(C(=O)/C=C/C2C=CC=CC=2)C[C@H](CC(C)C)NC1=O)C(C)C. No catalyst specified. The product is [CH:1]1([C@@H:7]2[NH:12][C:11](=[O:13])[C@H:10]([CH2:14][CH:15]([CH3:17])[CH3:16])[N:9]([C:27]([C@@H:25]3[CH2:26][C@H:24]3[C:18]3[CH:23]=[CH:22][CH:21]=[CH:20][CH:19]=3)=[O:28])[CH2:8]2)[CH2:2][CH2:3][CH2:4][CH2:5][CH2:6]1. The yield is 0.920. (2) The reactants are [CH2:1](Br)[C:2]1[CH:7]=[CH:6][CH:5]=[CH:4][CH:3]=1.[Cl:9][C:10]1[C:11]([OH:20])=[CH:12][C:13]([OH:19])=[C:14]([C:16](=[O:18])[CH3:17])[CH:15]=1.C(=O)([O-])[O-].[K+].[K+]. The catalyst is C(#N)C. The product is [CH2:1]([O:19][C:13]1[CH:12]=[C:11]([O:20][CH2:1][C:2]2[CH:7]=[CH:6][CH:5]=[CH:4][CH:3]=2)[C:10]([Cl:9])=[CH:15][C:14]=1[C:16](=[O:18])[CH3:17])[C:2]1[CH:7]=[CH:6][CH:5]=[CH:4][CH:3]=1. The yield is 0.900. (3) The reactants are Cl.Cl.[NH2:3][C@@H:4]1[C:18](=[O:19])[N:17]2[CH2:20][C@H:21]([O:23][C:24]3[C:33]4[C:28](=[C:29]([CH3:36])[C:30]([O:34][CH3:35])=[CH:31][CH:32]=4)[N:27]=[C:26]([C:37]4[S:38][CH:39]=[C:40]([CH:42]([CH3:44])[CH3:43])[N:41]=4)[CH:25]=3)[CH2:22][C@H:16]2[C:15](=[O:45])[NH:14][C@:13]2([C:47]([NH:49][S:50]([CH:53]3[CH2:55][CH2:54]3)(=[O:52])=[O:51])=[O:48])[CH2:46][C@H:12]2[CH:11]=[CH:10][CH2:9][CH2:8][CH2:7][CH2:6][CH2:5]1.C(N(CC)C(C)C)(C)C.ClC(Cl)(O[C:69](=[O:75])OC(Cl)(Cl)Cl)Cl.[C:77]1([CH:83]2[CH2:88][CH2:87][NH:86][CH2:85][CH2:84]2)[CH:82]=[CH:81][CH:80]=[CH:79][CH:78]=1. The catalyst is ClC(Cl)C. The product is [CH:53]1([S:50]([NH:49][C:47]([C@@:13]23[CH2:46][C@H:12]2[CH:11]=[CH:10][CH2:9][CH2:8][CH2:7][CH2:6][CH2:5][C@H:4]([NH:3][C:69]([N:86]2[CH2:87][CH2:88][CH:83]([C:77]4[CH:82]=[CH:81][CH:80]=[CH:79][CH:78]=4)[CH2:84][CH2:85]2)=[O:75])[C:18](=[O:19])[N:17]2[CH2:20][C@H:21]([O:23][C:24]4[C:33]5[C:28](=[C:29]([CH3:36])[C:30]([O:34][CH3:35])=[CH:31][CH:32]=5)[N:27]=[C:26]([C:37]5[S:38][CH:39]=[C:40]([CH:42]([CH3:43])[CH3:44])[N:41]=5)[CH:25]=4)[CH2:22][C@H:16]2[C:15](=[O:45])[NH:14]3)=[O:48])(=[O:51])=[O:52])[CH2:54][CH2:55]1. The yield is 0.200. (4) The reactants are Cl[C:2]1[CH:3]=[C:4]([CH:9]=[CH:10][N:11]=1)[C:5]([O:7][CH3:8])=[O:6].[F:12][C:13]([F:24])([F:23])[C:14]1[CH:19]=[CH:18][C:17](B(O)O)=[CH:16][CH:15]=1.C(=O)([O-])[O-].[K+].[K+].Cl.O1CCOCC1. The catalyst is CO.O.CC(OC)(C)C.Cl[Pd]Cl.C(Cl)Cl. The product is [F:12][C:13]([F:24])([F:23])[C:14]1[CH:19]=[CH:18][C:17]([C:2]2[CH:3]=[C:4]([CH:9]=[CH:10][N:11]=2)[C:5]([O:7][CH3:8])=[O:6])=[CH:16][CH:15]=1. The yield is 0.700. (5) The reactants are [Cl:1]CCCC1SC2C=CC=CC=2N(C2C=CC=CC=2)S1(=O)=O.[O:23]=[S:24]1(=[O:45])[CH:29]([CH2:30][CH2:31][CH2:32][NH:33][CH3:34])[S:28][C:27]2[CH:35]=[CH:36][CH:37]=[CH:38][C:26]=2[N:25]1[C:39]1[CH:44]=[CH:43][CH:42]=[CH:41][CH:40]=1.[I-].[K+]. The catalyst is CN.O1CCCC1. The product is [ClH:1].[O:45]=[S:24]1(=[O:23])[CH:29]([CH2:30][CH2:31][CH2:32][NH:33][CH3:34])[S:28][C:27]2[CH:35]=[CH:36][CH:37]=[CH:38][C:26]=2[N:25]1[C:39]1[CH:44]=[CH:43][CH:42]=[CH:41][CH:40]=1. The yield is 0.750. (6) The reactants are [C:1]([SiH2:5][O:6][C:7]([CH3:21])([CH3:20])[C@H:8]1[CH2:13][CH2:12][C@H:11]([CH2:14]OS(C)(=O)=O)[CH2:10][CH2:9]1)([CH3:4])([CH3:3])[CH3:2].[C-:22]#[N:23].[Na+]. The catalyst is CN(C)C=O. The product is [C:1]([SiH2:5][O:6][C:7]([CH3:21])([CH3:20])[C@H:8]1[CH2:13][CH2:12][C@H:11]([CH2:14][C:22]#[N:23])[CH2:10][CH2:9]1)([CH3:4])([CH3:3])[CH3:2]. The yield is 0.797. (7) The reactants are [Cl:1][C:2]1[C:3]([CH:23]=O)=[C:4]([CH3:22])[N:5]([S:13]([C:16]2[CH:21]=[CH:20][CH:19]=[CH:18][CH:17]=2)(=[O:15])=[O:14])[C:6]=1[C:7]1[CH:12]=[CH:11][CH:10]=[CH:9][CH:8]=1.CO.[CH3:27][NH2:28].[BH4-].[Na+]. No catalyst specified. The product is [ClH:1].[Cl:1][C:2]1[C:3]([CH2:23][NH:28][CH3:27])=[C:4]([CH3:22])[N:5]([S:13]([C:16]2[CH:21]=[CH:20][CH:19]=[CH:18][CH:17]=2)(=[O:15])=[O:14])[C:6]=1[C:7]1[CH:12]=[CH:11][CH:10]=[CH:9][CH:8]=1. The yield is 0.420. (8) The reactants are Br[C:2]1[CH:7]=[CH:6][N:5]2[CH:8]=[C:9]([C:11]3[CH:16]=[CH:15][CH:14]=[CH:13][CH:12]=3)[N:10]=[C:4]2[CH:3]=1.Cl.[F:18][C@@H:19]1[CH2:23][CH2:22][NH:21][CH2:20]1. No catalyst specified. The product is [F:18][C@@H:19]1[CH2:23][CH2:22][N:21]([C:2]2[CH:7]=[CH:6][N:5]3[CH:8]=[C:9]([C:11]4[CH:16]=[CH:15][CH:14]=[CH:13][CH:12]=4)[N:10]=[C:4]3[CH:3]=2)[CH2:20]1. The yield is 0.0600.